This data is from Catalyst prediction with 721,799 reactions and 888 catalyst types from USPTO. The task is: Predict which catalyst facilitates the given reaction. (1) Product: [C:1]([C:5]1[CH:20]=[CH:19][CH:18]=[CH:17][C:6]=1[O:7][C:8]1[C:13]([NH:14][C:15](=[S:16])[NH:27][NH2:28])=[CH:12][CH:11]=[CH:10][N:9]=1)([CH3:4])([CH3:2])[CH3:3]. Reactant: [C:1]([C:5]1[CH:20]=[CH:19][CH:18]=[CH:17][C:6]=1[O:7][C:8]1[C:13]([N:14]=[C:15]=[S:16])=[CH:12][CH:11]=[CH:10][N:9]=1)([CH3:4])([CH3:3])[CH3:2].C(OC(=O)[NH:27][NH2:28])(C)(C)C.FC(F)(F)C(O)=O. The catalyst class is: 2. (2) Reactant: [F:1][C:2]1[C:10]([O:11][C:12]2[C:21]3[C:16](=[CH:17][C:18](O)=[C:19]([O:22][CH3:23])[CH:20]=3)[N:15]=[N:14][CH:13]=2)=[CH:9][CH:8]=[C:7]2[C:3]=1[CH:4]=[C:5]([CH3:25])[NH:6]2.C(OC(N1CCC(COS(C2C=CC(C)=CC=2)(=O)=O)CC1)=O)(C)(C)C.C(=O)([O-])[O-].[K+].[K+]. Product: [F:1][C:2]1[C:10]([O:11][C:12]2[C:21]3[C:16](=[CH:17][CH:18]=[C:19]([O:22][CH3:23])[CH:20]=3)[N:15]=[N:14][CH:13]=2)=[CH:9][CH:8]=[C:7]2[C:3]=1[CH:4]=[C:5]([CH3:25])[NH:6]2. The catalyst class is: 3. (3) Reactant: [NH2:1][C:2]1[N:6]([C:7]2[CH:12]=[CH:11][C:10]([O:13]C)=[CH:9][C:8]=2[F:15])[N:5]=[C:4]([CH3:16])[C:3]=1[C:17]#[N:18].B(Br)(Br)Br. Product: [NH2:1][C:2]1[N:6]([C:7]2[CH:12]=[CH:11][C:10]([OH:13])=[CH:9][C:8]=2[F:15])[N:5]=[C:4]([CH3:16])[C:3]=1[C:17]#[N:18]. The catalyst class is: 2. (4) Reactant: [OH-].[Na+].C[O:4][C:5]([C:7]1[S:8][C:9]([Br:15])=[CH:10][C:11]=1[N+:12]([O-:14])=[O:13])=[O:6]. Product: [Br:15][C:9]1[S:8][C:7]([C:5]([OH:6])=[O:4])=[C:11]([N+:12]([O-:14])=[O:13])[CH:10]=1. The catalyst class is: 36.